Task: Predict the reactants needed to synthesize the given product.. Dataset: Full USPTO retrosynthesis dataset with 1.9M reactions from patents (1976-2016) (1) Given the product [Cl:1][C:2]1[CH:3]=[C:4]([CH:9]2[C:18]3[CH:17]=[CH:16][CH:15]=[CH:14][C:13]=3[C:12]3[N:28]=[C:26]([NH:25][CH:29]4[CH2:34][CH2:33][N:32]([C:35]([O:37][C:38]([CH3:41])([CH3:40])[CH3:39])=[O:36])[CH2:31][CH2:30]4)[N:27]=[CH:20][C:11]=3[CH2:10]2)[CH:5]=[CH:6][C:7]=1[Cl:8], predict the reactants needed to synthesize it. The reactants are: [Cl:1][C:2]1[CH:3]=[C:4]([CH:9]2[C:18]3[C:13](=[CH:14][CH:15]=[CH:16][CH:17]=3)[C:12](=O)[C:11](=[CH:20]N(C)C)[CH2:10]2)[CH:5]=[CH:6][C:7]=1[Cl:8].Cl.[NH:25]([CH:29]1[CH2:34][CH2:33][N:32]([C:35]([O:37][C:38]([CH3:41])([CH3:40])[CH3:39])=[O:36])[CH2:31][CH2:30]1)[C:26]([NH2:28])=[NH:27]. (2) Given the product [CH3:11][C:9]([C:7]1[S:8][C:4]([N+:1]([O-:3])=[O:2])=[CH:5][CH:6]=1)([O:12][C:21]1[CH:20]=[C:19]([CH2:18][CH2:17][NH:16][C:13](=[O:15])[CH3:14])[CH:24]=[CH:23][CH:22]=1)[CH3:10], predict the reactants needed to synthesize it. The reactants are: [N+:1]([C:4]1[S:8][C:7]([C:9]([OH:12])([CH3:11])[CH3:10])=[CH:6][CH:5]=1)([O-:3])=[O:2].[C:13]([NH:16][CH2:17][CH2:18][C:19]1[CH:20]=[C:21](O)[CH:22]=[CH:23][CH:24]=1)(=[O:15])[CH3:14].N(C(N1CCCCC1)=O)=NC(N1CCCCC1)=O.C(P(CCCC)CCCC)CCC.